The task is: Predict the product of the given reaction.. This data is from Forward reaction prediction with 1.9M reactions from USPTO patents (1976-2016). (1) Given the reactants [CH3:1][C:2]([O:5][C:6]([N:8]1[CH:12]2[CH2:13][CH:14]([OH:16])[CH2:15][CH:9]1[CH2:10][CH2:11]2)=[O:7])([CH3:4])[CH3:3].C1OCCOCCOCCOCCOCCOC1.CC(C)([O-])C.[K+].Br[CH2:42][C:43]1[C:44]([C:51]2[CH:56]=[CH:55][CH:54]=[CH:53][C:52]=2[O:57][C:58]([F:61])([F:60])[F:59])=[N:45][O:46][C:47]=1[CH:48]1[CH2:50][CH2:49]1, predict the reaction product. The product is: [CH:48]1([C:47]2[O:46][N:45]=[C:44]([C:51]3[CH:56]=[CH:55][CH:54]=[CH:53][C:52]=3[O:57][C:58]([F:61])([F:60])[F:59])[C:43]=2[CH2:42][O:16][CH:14]2[CH2:15][CH:9]3[N:8]([C:6]([O:5][C:2]([CH3:1])([CH3:3])[CH3:4])=[O:7])[CH:12]([CH2:11][CH2:10]3)[CH2:13]2)[CH2:49][CH2:50]1. (2) Given the reactants [CH:1]1([CH2:4][C:5]([OH:7])=O)[CH2:3][CH2:2]1.C(N(CC)CC)C.CC(C)(C)C(Cl)=O.[CH2:22]([C@H:29]1[CH2:33][O:32][C:31](=[O:34])[NH:30]1)[C:23]1[CH:28]=[CH:27][CH:26]=[CH:25][CH:24]=1.[Cl-].[Li+], predict the reaction product. The product is: [CH2:22]([C@H:29]1[CH2:33][O:32][C:31](=[O:34])[N:30]1[C:5](=[O:7])[CH2:4][CH:1]1[CH2:2][CH2:3]1)[C:23]1[CH:24]=[CH:25][CH:26]=[CH:27][CH:28]=1.